This data is from Catalyst prediction with 721,799 reactions and 888 catalyst types from USPTO. The task is: Predict which catalyst facilitates the given reaction. (1) Reactant: [Cl:1][C:2]1[CH:3]=[C:4]([C:8]2[C:13]3[N:14]([CH2:26][C@H:27]4[CH2:32][CH2:31][C@H:30]([CH3:33])[CH2:29][CH2:28]4)[C:15]([N:17]4[CH2:22][CH2:21][O:20][C@@H:19]5[CH2:23][CH2:24][CH2:25][C@@H:18]45)=[N:16][C:12]=3[C:11]([OH:34])=[C:10]([C:35]#[N:36])[N:9]=2)[CH:5]=[N:6][CH:7]=1.[C:37]([O-])([O-])=O.[Cs+].[Cs+].CI. Product: [Cl:1][C:2]1[CH:3]=[C:4]([C:8]2[C:13]3[N:14]([CH2:26][C@H:27]4[CH2:32][CH2:31][C@H:30]([CH3:33])[CH2:29][CH2:28]4)[C:15]([N:17]4[CH2:22][CH2:21][O:20][C@@H:19]5[CH2:23][CH2:24][CH2:25][C@@H:18]45)=[N:16][C:12]=3[C:11]([O:34][CH3:37])=[C:10]([C:35]#[N:36])[N:9]=2)[CH:5]=[N:6][CH:7]=1. The catalyst class is: 31. (2) Reactant: Cl.[C:2]1([N:8]([CH2:32][CH2:33][CH2:34][O:35][CH2:36][C:37]2[CH:42]=[CH:41][CH:40]=[CH:39][CH:38]=2)[C:9]([C:11]2[CH:31]=[CH:30][C:14]3[N:15]([CH3:29])[C:16]([CH2:18][NH:19][C:20]4[CH:25]=[CH:24][C:23]([C:26](=[NH:28])[NH2:27])=[CH:22][CH:21]=4)=[N:17][C:13]=3[CH:12]=2)=[O:10])[CH:7]=[CH:6][CH:5]=[CH:4][CH:3]=1.Cl[C:44]([O:46][CH2:47][CH2:48][CH2:49][CH2:50][CH2:51][CH3:52])=[O:45]. Product: [C:2]1([N:8]([CH2:32][CH2:33][CH2:34][O:35][CH2:36][C:37]2[CH:42]=[CH:41][CH:40]=[CH:39][CH:38]=2)[C:9]([C:11]2[CH:31]=[CH:30][C:14]3[N:15]([CH3:29])[C:16]([CH2:18][NH:19][C:20]4[CH:25]=[CH:24][C:23]([C:26](=[NH:27])[NH:28][C:44]([O:46][CH2:47][CH2:48][CH2:49][CH2:50][CH2:51][CH3:52])=[O:45])=[CH:22][CH:21]=4)=[N:17][C:13]=3[CH:12]=2)=[O:10])[CH:3]=[CH:4][CH:5]=[CH:6][CH:7]=1. The catalyst class is: 429.